This data is from Reaction yield outcomes from USPTO patents with 853,638 reactions. The task is: Predict the reaction yield, written as a fraction of the theoretical maximum amount of product (1.0 means a 100% yield; for example, 0.34 means a 34% yield). (1) The yield is 0.560. The product is [CH:30]1([C@H:33]([NH:35][S:19]([C:14]2[CH:15]=[CH:16][C:17]([F:18])=[C:12]([CH:13]=2)[C:10]([NH:9][C:4]2[CH:5]=[CH:6][C:7]([F:8])=[C:2]([F:1])[CH:3]=2)=[O:11])(=[O:21])=[O:20])[CH3:34])[CH2:32][CH2:31]1. The reactants are [F:1][C:2]1[CH:3]=[C:4]([NH:9][C:10]([C:12]2[CH:13]=[C:14]([S:19](Cl)(=[O:21])=[O:20])[CH:15]=[CH:16][C:17]=2[F:18])=[O:11])[CH:5]=[CH:6][C:7]=1[F:8].CCN(CC)CC.[CH:30]1([C@H:33]([NH2:35])[CH3:34])[CH2:32][CH2:31]1. No catalyst specified. (2) The reactants are [CH2:1]([O:3][C:4](=[O:22])[C:5](=O)[C:6]1[CH:10]=[CH:9][N:8]([Si](C(C)C)(C(C)C)C(C)C)[CH:7]=1)[CH3:2].C([O-])(=O)C.[Na+].C(O)(=O)C(O)=O.[CH3:34][CH:35]([CH3:40])[CH2:36][CH2:37][NH:38][NH2:39]. The catalyst is C(O)C. The product is [CH2:1]([O:3][C:4](=[O:22])[C:5](=[N:39][NH:38][CH2:37][CH2:36][CH:35]([CH3:40])[CH3:34])[C:6]1[CH:10]=[CH:9][NH:8][CH:7]=1)[CH3:2]. The yield is 0.117.